Predict which catalyst facilitates the given reaction. From a dataset of Catalyst prediction with 721,799 reactions and 888 catalyst types from USPTO. (1) Product: [CH2:20]([C:19]([C:22]1[CH:27]=[CH:26][C:25]([C:28]#[C:29][C:30]2([OH:36])[CH2:35][CH2:34][S:33][CH2:32][CH2:31]2)=[C:24]([CH3:37])[CH:23]=1)([C:16]1[CH:17]=[CH:18][C:13]([OH:1])=[C:14]([CH3:40])[CH:15]=1)[CH2:38][CH3:39])[CH3:21]. The catalyst class is: 111. Reactant: [OH-:1].[Na+].COC(=O)CC1C=CC([C:13]2[CH:18]=[CH:17][C:16]([C:19]([CH2:38][CH3:39])([C:22]3[CH:27]=[CH:26][C:25]([C:28]#[C:29][C:30]4([OH:36])[CH2:35][CH2:34][S:33][CH2:32][CH2:31]4)=[C:24]([CH3:37])[CH:23]=3)[CH2:20][CH3:21])=[CH:15][C:14]=2[CH3:40])=CC=1.P([O-])(O)(O)=O.[Na+]. (2) Reactant: [NH2:1][C:2]1[CH:18]=[CH:17][C:5]2[S:6][C:7]([C:10]3[CH:15]=[CH:14][N:13]=[C:12]([NH2:16])[N:11]=3)=[C:8]([CH3:9])[C:4]=2[CH:3]=1.Br[C:20]1[CH:21]=[N:22][CH:23]=[C:24]([O:26][CH3:27])[CH:25]=1.C(O[Na])(C)(C)C.[Cl-].C(C1C=CC=C(C(C)C)C=1[N+]1C=CN(C2C(C(C)C)=CC=CC=2C(C)C)C=1)(C)C. Product: [CH3:27][O:26][C:24]1[CH:25]=[C:20]([NH:1][C:2]2[CH:18]=[CH:17][C:5]3[S:6][C:7]([C:10]4[CH:15]=[CH:14][N:13]=[C:12]([NH2:16])[N:11]=4)=[C:8]([CH3:9])[C:4]=3[CH:3]=2)[CH:21]=[N:22][CH:23]=1. The catalyst class is: 62.